Dataset: Peptide-MHC class II binding affinity with 134,281 pairs from IEDB. Task: Regression. Given a peptide amino acid sequence and an MHC pseudo amino acid sequence, predict their binding affinity value. This is MHC class II binding data. (1) The peptide sequence is VYRIMTRGLLGSYQAGA. The MHC is DRB1_0404 with pseudo-sequence DRB1_0404. The binding affinity (normalized) is 0. (2) The MHC is DRB1_0701 with pseudo-sequence DRB1_0701. The peptide sequence is KEIYNYMEPYVSKNP. The binding affinity (normalized) is 0.167. (3) The peptide sequence is DFILATDIAEMGANL. The MHC is DRB1_0802 with pseudo-sequence DRB1_0802. The binding affinity (normalized) is 0.421. (4) The peptide sequence is ATSPTAEGGKATTEE. The MHC is DRB1_1501 with pseudo-sequence DRB1_1501. The binding affinity (normalized) is 0.0619.